This data is from Forward reaction prediction with 1.9M reactions from USPTO patents (1976-2016). The task is: Predict the product of the given reaction. (1) Given the reactants [NH2:1][C:2]1[CH:10]=[CH:9][C:5]([C:6]([NH2:8])=[O:7])=[CH:4][N:3]=1.[F:11][C:12]1[CH:21]=[C:20]([F:22])[CH:19]=[CH:18][C:13]=1[C:14](=O)[CH2:15]Br.[OH-].[Na+].C(Cl)Cl, predict the reaction product. The product is: [F:11][C:12]1[CH:21]=[C:20]([F:22])[CH:19]=[CH:18][C:13]=1[C:14]1[N:1]=[C:2]2[CH:10]=[CH:9][C:5]([C:6]([NH2:8])=[O:7])=[CH:4][N:3]2[CH:15]=1. (2) Given the reactants [Cl:1][C:2]1[CH:3]=[C:4]([CH:8]=[CH:9][C:10]=1[O:11][CH:12]([CH3:14])[CH3:13])[C:5]([OH:7])=O.CCN=C=NCCCN(C)C.C1C=CC2N(O)N=NC=2C=1.O[NH:37]/[C:38](=[N:56]\[H])/[C:39]1[C:40]([CH2:53][CH2:54][CH3:55])=[C:41]([CH2:45][CH2:46][CH2:47][C:48]([O:50][CH2:51][CH3:52])=[O:49])[CH:42]=[CH:43][CH:44]=1.CCCC[N+](CCCC)(CCCC)CCCC.[F-], predict the reaction product. The product is: [Cl:1][C:2]1[CH:3]=[C:4]([C:5]2[O:7][N:56]=[C:38]([C:39]3[C:40]([CH2:53][CH2:54][CH3:55])=[C:41]([CH2:45][CH2:46][CH2:47][C:48]([O:50][CH2:51][CH3:52])=[O:49])[CH:42]=[CH:43][CH:44]=3)[N:37]=2)[CH:8]=[CH:9][C:10]=1[O:11][CH:12]([CH3:14])[CH3:13].